This data is from Forward reaction prediction with 1.9M reactions from USPTO patents (1976-2016). The task is: Predict the product of the given reaction. (1) Given the reactants Br[C:2]1[N:6]([CH:7]([CH3:9])[CH3:8])[C:5]2[CH:10]([C:20]3[CH:27]=[CH:26][C:23]([C:24]#[N:25])=[CH:22][CH:21]=3)[N:11]([CH:14]3[CH2:19][CH2:18][O:17][CH2:16][CH2:15]3)[C:12](=[O:13])[C:4]=2[CH:3]=1.[CH3:28][O:29][C:30]1[N:35]=[C:34]([O:36][CH3:37])[C:33](B(O)O)=[CH:32][N:31]=1.BrC1N(C(C)C)C2C(C3C=CC(Cl)=CC=3)N(C3C=C(Cl)C=CC=3C)C(=O)C=2C=1.C(C1C=CC(OC)=C(B(O)O)C=1)#N, predict the reaction product. The product is: [CH3:28][O:29][C:30]1[N:35]=[C:34]([O:36][CH3:37])[C:33]([C:2]2[N:6]([CH:7]([CH3:8])[CH3:9])[C:5]3[CH:10]([C:20]4[CH:21]=[CH:22][C:23]([C:24]#[N:25])=[CH:26][CH:27]=4)[N:11]([CH:14]4[CH2:15][CH2:16][O:17][CH2:18][CH2:19]4)[C:12](=[O:13])[C:4]=3[CH:3]=2)=[CH:32][N:31]=1. (2) Given the reactants [N+:1]([C:4]1[CH:5]=[C:6]2[C:10](=[CH:11][CH:12]=1)[CH2:9][NH:8][CH2:7]2)([O-:3])=[O:2].[CH3:13][C:14]([O:17][C:18](O[C:18]([O:17][C:14]([CH3:16])([CH3:15])[CH3:13])=[O:19])=[O:19])([CH3:16])[CH3:15], predict the reaction product. The product is: [N+:1]([C:4]1[CH:5]=[C:6]2[C:10](=[CH:11][CH:12]=1)[CH2:9][N:8]([C:18]([O:17][C:14]([CH3:16])([CH3:15])[CH3:13])=[O:19])[CH2:7]2)([O-:3])=[O:2]. (3) Given the reactants [CH2:1]=O.[CH2:3]([NH:5][CH3:6])[CH3:4].[F:7][C:8]1[CH:16]=[C:15]2[C:11]([CH:12]=[CH:13][N:14]2[S:17]([C:20]2[CH:25]=[CH:24][CH:23]=[CH:22][CH:21]=2)(=[O:19])=[O:18])=[CH:10][C:9]=1[OH:26], predict the reaction product. The product is: [CH2:3]([N:5]([CH2:1][C:10]1[C:9]([OH:26])=[C:8]([F:7])[CH:16]=[C:15]2[C:11]=1[CH:12]=[CH:13][N:14]2[S:17]([C:20]1[CH:25]=[CH:24][CH:23]=[CH:22][CH:21]=1)(=[O:19])=[O:18])[CH3:6])[CH3:4]. (4) Given the reactants [OH:1][C:2]1[CH:11]=[C:10]2[C:5]([CH:6]=[C:7]([CH:12]=[O:13])[CH2:8][O:9]2)=[CH:4][CH:3]=1.C([O-])([O-])=O.[K+].[K+].Br[CH2:21][C:22]1[CH:27]=[CH:26][C:25]([C:28]([F:31])([F:30])[F:29])=[CH:24][C:23]=1[C:32]([F:35])([F:34])[F:33].O, predict the reaction product. The product is: [F:33][C:32]([F:34])([F:35])[C:23]1[CH:24]=[C:25]([C:28]([F:31])([F:29])[F:30])[CH:26]=[CH:27][C:22]=1[CH2:21][O:1][C:2]1[CH:11]=[C:10]2[C:5]([CH:6]=[C:7]([CH:12]=[O:13])[CH2:8][O:9]2)=[CH:4][CH:3]=1. (5) Given the reactants Br[CH2:2][C:3]1[C:8]([C:9]([O:11]C)=O)=[CH:7][N:6]=[C:5]([Cl:13])[CH:4]=1.Cl.[NH2:15][C@@H:16]([CH2:29][CH:30]1[CH2:35][CH2:34][CH2:33][CH2:32][CH2:31]1)[CH2:17][N:18]1[C:26](=[O:27])[C:25]2[C:20](=[CH:21][CH:22]=[CH:23][CH:24]=2)[C:19]1=[O:28].C(N(CC)C(C)C)(C)C.C(O)CCC, predict the reaction product. The product is: [Cl:13][C:5]1[N:6]=[CH:7][C:8]2[C:9](=[O:11])[N:15]([C@@H:16]([CH2:29][CH:30]3[CH2:35][CH2:34][CH2:33][CH2:32][CH2:31]3)[CH2:17][N:18]3[C:19](=[O:28])[C:20]4[C:25](=[CH:24][CH:23]=[CH:22][CH:21]=4)[C:26]3=[O:27])[CH2:2][C:3]=2[CH:4]=1. (6) Given the reactants [O:1]([C:8]1[CH:13]=[CH:12][C:11]([NH:14][C:15]2[C:24]3[C:19](=[CH:20][C:21](I)=[CH:22][CH:23]=3)[N:18]=[CH:17][CH:16]=2)=[CH:10][CH:9]=1)[C:2]1[CH:7]=[CH:6][CH:5]=[CH:4][CH:3]=1.C([Sn](CCCC)(CCCC)[C:31]1[N:32]=[C:33]([CH:36]=[O:37])[S:34][CH:35]=1)CCC, predict the reaction product. The product is: [O:1]([C:8]1[CH:13]=[CH:12][C:11]([NH:14][C:15]2[C:24]3[C:19](=[CH:20][C:21]([C:31]4[N:32]=[C:33]([CH:36]=[O:37])[S:34][CH:35]=4)=[CH:22][CH:23]=3)[N:18]=[CH:17][CH:16]=2)=[CH:10][CH:9]=1)[C:2]1[CH:7]=[CH:6][CH:5]=[CH:4][CH:3]=1. (7) Given the reactants [C:1]([C:5]1[N:10]=[C:9]([N:11]2[CH2:16][CH2:15][O:14][CH2:13][CH2:12]2)[C:8]([C:17]([O:19]CC)=[O:18])=[CH:7][N:6]=1)([CH3:4])([CH3:3])[CH3:2].O[Li].O, predict the reaction product. The product is: [C:1]([C:5]1[N:10]=[C:9]([N:11]2[CH2:12][CH2:13][O:14][CH2:15][CH2:16]2)[C:8]([C:17]([OH:19])=[O:18])=[CH:7][N:6]=1)([CH3:4])([CH3:2])[CH3:3]. (8) Given the reactants P(Cl)(Cl)([Cl:3])=O.[CH3:6][C:7]1[S:8][C:9]([C:21]2[CH:26]=[CH:25][NH:24][C:23](=O)[N:22]=2)=[C:10]([C:12]2[CH:17]=[CH:16][CH:15]=[C:14]([N+:18]([O-:20])=[O:19])[CH:13]=2)[N:11]=1, predict the reaction product. The product is: [Cl:3][C:23]1[N:22]=[C:21]([C:9]2[S:8][C:7]([CH3:6])=[N:11][C:10]=2[C:12]2[CH:17]=[CH:16][CH:15]=[C:14]([N+:18]([O-:20])=[O:19])[CH:13]=2)[CH:26]=[CH:25][N:24]=1.